Predict which catalyst facilitates the given reaction. From a dataset of Catalyst prediction with 721,799 reactions and 888 catalyst types from USPTO. (1) Reactant: [NH2:1][C:2]1[CH:3]=[C:4]([N:9]2[C:14]3[CH:15]=[CH:16][C:17]([NH:19][S:20]([CH3:23])(=[O:22])=[O:21])=[CH:18][C:13]=3[O:12][C:11]([CH3:25])([CH3:24])[C:10]2=[O:26])[CH:5]=[CH:6][C:7]=1[F:8].N1C=CC=CC=1.[C:33](Cl)(=[O:35])[CH3:34]. Product: [CH3:25][C:11]1([CH3:24])[C:10](=[O:26])[N:9]([C:4]2[CH:5]=[CH:6][C:7]([F:8])=[C:2]([NH:1][C:33](=[O:35])[CH3:34])[CH:3]=2)[C:14]2[CH:15]=[CH:16][C:17]([NH:19][S:20]([CH3:23])(=[O:22])=[O:21])=[CH:18][C:13]=2[O:12]1. The catalyst class is: 4. (2) Reactant: [Cl:1][C:2]1[CH:7]=[CH:6][CH:5]=[CH:4][C:3]=1[NH:8][C:9](=[O:23])[NH:10][C:11]1[CH:16]=[CH:15][C:14]([CH2:17][C:18]([OH:20])=O)=[CH:13][C:12]=1[O:21][CH3:22].[CH3:24][O:25][C@@H:26]1[CH2:30][NH:29][C@H:28]([CH2:31][O:32][C:33]2[CH:42]=[CH:41][C:36]([C:37]([O:39][CH3:40])=[O:38])=[CH:35][CH:34]=2)[CH2:27]1.CCN=C=NCCCN(C)C.Cl.C1C=CC2N(O)N=NC=2C=1.CCN(CC)CC. Product: [Cl:1][C:2]1[CH:7]=[CH:6][CH:5]=[CH:4][C:3]=1[NH:8][C:9](=[O:23])[NH:10][C:11]1[CH:16]=[CH:15][C:14]([CH2:17][C:18]([N:29]2[CH2:30][C@@H:26]([O:25][CH3:24])[CH2:27][C@H:28]2[CH2:31][O:32][C:33]2[CH:42]=[CH:41][C:36]([C:37]([O:39][CH3:40])=[O:38])=[CH:35][CH:34]=2)=[O:20])=[CH:13][C:12]=1[O:21][CH3:22]. The catalyst class is: 3.